Dataset: Catalyst prediction with 721,799 reactions and 888 catalyst types from USPTO. Task: Predict which catalyst facilitates the given reaction. (1) Reactant: [C:1]1([CH3:41])[CH:6]=[CH:5][C:4]([S:7]([N:10]2[C:18]3[C:13](=[CH:14][CH:15]=[CH:16][CH:17]=3)[C:12]([C:19]3[C:27]4[C:22](=[CH:23][CH:24]=[C:25]([N+:28]([O-:30])=[O:29])[CH:26]=4)[N:21](S(C4C=CC(C)=CC=4)(=O)=O)[CH:20]=3)=[CH:11]2)(=[O:9])=[O:8])=[CH:3][CH:2]=1.[Li+].[OH-]. Product: [C:1]1([CH3:41])[CH:2]=[CH:3][C:4]([S:7]([N:10]2[C:18]3[C:13](=[CH:14][CH:15]=[CH:16][CH:17]=3)[C:12]([C:19]3[C:27]4[C:22](=[CH:23][CH:24]=[C:25]([N+:28]([O-:30])=[O:29])[CH:26]=4)[NH:21][CH:20]=3)=[CH:11]2)(=[O:8])=[O:9])=[CH:5][CH:6]=1. The catalyst class is: 87. (2) Reactant: [CH3:1][N:2]1[CH2:19][CH:18]2[CH:4]([C:5]3[CH:6]=[CH:7][CH:8]=[CH:9][C:10]=3[O:11][C:12]3[CH:13]=[CH:14][C:15]([Cl:20])=[CH:16][C:17]=32)[CH2:3]1.[C:21]([OH:27])(=[O:26])[CH2:22][C:23]([OH:25])=[O:24].C([O-])(=O)CC([O-])=O. Product: [CH3:1][N:2]1[CH2:19][CH:18]2[CH:4]([C:5]3[CH:6]=[CH:7][CH:8]=[CH:9][C:10]=3[O:11][C:12]3[CH:13]=[CH:14][C:15]([Cl:20])=[CH:16][C:17]=32)[CH2:3]1.[C:21]([O-:27])(=[O:26])[CH2:22][C:23]([O-:25])=[O:24]. The catalyst class is: 41.